Dataset: Forward reaction prediction with 1.9M reactions from USPTO patents (1976-2016). Task: Predict the product of the given reaction. (1) Given the reactants [Si:1]([O:8][C:9]1[CH:10]=[CH:11][C:12]([N:18]2[C:22](=[O:23])[C:21]3=[CH:24][CH:25]=[CH:26][CH:27]=[C:20]3[C:19]2=[O:28])=[C:13]([N+:15]([O-])=O)[CH:14]=1)([C:4]([CH3:7])([CH3:6])[CH3:5])([CH3:3])[CH3:2].[H][H], predict the reaction product. The product is: [Si:1]([O:8][C:9]1[CH:10]=[CH:11][C:12]([N:18]2[C:19](=[O:28])[C:20]3=[CH:27][CH:26]=[CH:25][CH:24]=[C:21]3[C:22]2=[O:23])=[C:13]([CH:14]=1)[NH2:15])([C:4]([CH3:7])([CH3:6])[CH3:5])([CH3:3])[CH3:2]. (2) Given the reactants Br[C:2]1[CH:3]=[C:4]2[C:9](=[CH:10][CH:11]=1)[CH:8]=[C:7]([O:12][C:13](=[O:20])[C:14]1[CH:19]=[CH:18][CH:17]=[CH:16][CH:15]=1)[C:6]([N:21]1[CH2:25][C:24](=[O:26])[NH:23][S:22]1(=[O:28])=[O:27])=[CH:5]2.[CH3:29][C:30]([CH3:36])([CH2:33][CH:34]=[CH2:35])[CH2:31][OH:32], predict the reaction product. The product is: [OH:32][CH2:31][C:30]([CH3:36])([CH3:29])[CH2:33][CH2:34][CH2:35][C:2]1[CH:3]=[C:4]2[C:9](=[CH:10][CH:11]=1)[CH:8]=[C:7]([O:12][C:13](=[O:20])[C:14]1[CH:19]=[CH:18][CH:17]=[CH:16][CH:15]=1)[C:6]([N:21]1[CH2:25][C:24](=[O:26])[NH:23][S:22]1(=[O:27])=[O:28])=[CH:5]2. (3) Given the reactants [Cl:1][C:2]1[CH:7]=[CH:6][C:5]([S:8](Cl)(=[O:10])=[O:9])=[CH:4][CH:3]=1.C([O:14][C:15](=[O:22])[C@@H:16]1[CH2:21][CH2:20][CH2:19][NH:18][CH2:17]1)C, predict the reaction product. The product is: [Cl:1][C:2]1[CH:7]=[CH:6][C:5]([S:8]([N:18]2[CH2:19][CH2:20][CH2:21][C@@H:16]([C:15]([OH:22])=[O:14])[CH2:17]2)(=[O:10])=[O:9])=[CH:4][CH:3]=1.